Dataset: Full USPTO retrosynthesis dataset with 1.9M reactions from patents (1976-2016). Task: Predict the reactants needed to synthesize the given product. (1) Given the product [Si:15]([O:14][C:11]1[CH:12]=[CH:13][C:8]([C:6]2[N:7]=[C:2]([C:25]3[CH:24]=[CH:23][C:32]4[C:27](=[CH:28][CH:29]=[CH:30][CH:31]=4)[CH:26]=3)[C:3]([NH2:22])=[N:4][CH:5]=2)=[CH:9][CH:10]=1)([C:18]([CH3:21])([CH3:20])[CH3:19])([CH3:17])[CH3:16], predict the reactants needed to synthesize it. The reactants are: Br[C:2]1[C:3]([NH2:22])=[N:4][CH:5]=[C:6]([C:8]2[CH:13]=[CH:12][C:11]([O:14][Si:15]([C:18]([CH3:21])([CH3:20])[CH3:19])([CH3:17])[CH3:16])=[CH:10][CH:9]=2)[N:7]=1.[CH:23]1[C:32]2[C:27](=[CH:28][CH:29]=[CH:30][CH:31]=2)[CH:26]=[CH:25][C:24]=1B(O)O.C([O-])([O-])=O.[Na+].[Na+].O. (2) Given the product [CH3:1][N:2]1[CH:6]=[C:5]([C:7]2[CH:20]=[CH:19][C:10]3[N:11]=[C:12]([N:14]4[CH2:17][CH:16]([N:21]5[CH2:25][CH2:24][CH2:23][CH2:22]5)[CH2:15]4)[S:13][C:9]=3[CH:8]=2)[CH:4]=[N:3]1, predict the reactants needed to synthesize it. The reactants are: [CH3:1][N:2]1[CH:6]=[C:5]([C:7]2[CH:20]=[CH:19][C:10]3[N:11]=[C:12]([N:14]4[CH2:17][C:16](=O)[CH2:15]4)[S:13][C:9]=3[CH:8]=2)[CH:4]=[N:3]1.[NH:21]1[CH2:25][CH2:24][CH2:23][CH2:22]1.C(O)(=O)C.C(O[BH-](OC(=O)C)OC(=O)C)(=O)C.[Na+]. (3) The reactants are: [C:1]1([NH2:12])[C:10]2[CH:9]=[CH:8][CH:7]=[C:6]([NH2:11])[C:5]=2[CH:4]=[CH:3][CH:2]=1.Br[CH2:14][CH2:15][CH2:16][CH2:17][CH2:18][CH2:19][CH2:20][CH3:21].C(=O)([O-])[O-].[K+].[K+]. Given the product [CH2:14]([N:12]([CH2:9][CH2:10][CH2:1][CH2:2][CH2:3][CH2:4][CH2:5][CH3:6])[C:1]1[C:10]2[CH:9]=[CH:8][CH:7]=[C:6]([N:11]([CH2:14][CH2:15][CH2:16][CH2:17][CH2:18][CH2:19][CH2:20][CH3:21])[CH2:14][CH2:15][CH2:16][CH2:17][CH2:18][CH2:19][CH2:20][CH3:21])[C:5]=2[CH:4]=[CH:3][CH:2]=1)[CH2:15][CH2:16][CH2:17][CH2:18][CH2:19][CH2:20][CH3:21], predict the reactants needed to synthesize it. (4) The reactants are: [F:1][C:2]1[CH:7]=[CH:6][C:5]([C:8]2[C:17]3[C:12](=[CH:13][C:14]([CH2:18][N:19]4[CH:23]=[C:22]([CH:24]=[O:25])[CH:21]=[N:20]4)=[CH:15][CH:16]=3)[N:11]=[C:10]([C:26]#[N:27])[CH:9]=2)=[CH:4][CH:3]=1.C([O-])([O-])=[O:29].C([O-])([O-])=O.OO.OO.OO.[Na+].[Na+].[Na+].[Na+].[NH4+].[Cl-]. Given the product [F:1][C:2]1[CH:7]=[CH:6][C:5]([C:8]2[C:17]3[C:12](=[CH:13][C:14]([CH2:18][N:19]4[CH:23]=[C:22]([CH:24]=[O:25])[CH:21]=[N:20]4)=[CH:15][CH:16]=3)[N:11]=[C:10]([C:26]([NH2:27])=[O:29])[CH:9]=2)=[CH:4][CH:3]=1, predict the reactants needed to synthesize it.